Task: Predict which catalyst facilitates the given reaction.. Dataset: Catalyst prediction with 721,799 reactions and 888 catalyst types from USPTO (1) Reactant: [CH3:1][C:2]1[CH:3]=[C:4]([NH:9][C:10](=[O:14])[CH:11]=NO)[CH:5]=[CH:6][C:7]=1[CH3:8].S(=O)(=O)(O)[OH:16]. Product: [CH3:1][C:2]1[C:7]([CH3:8])=[CH:6][CH:5]=[C:4]2[C:3]=1[C:11](=[O:16])[C:10](=[O:14])[NH:9]2. The catalyst class is: 6. (2) Reactant: [CH3:1][O:2][CH2:3][C:4]1[NH:8][C:7]2[CH:9]=[CH:10][C:11]([N+:13]([O-:15])=[O:14])=[CH:12][C:6]=2[N:5]=1.[CH3:16][C:17]1[CH:22]=[CH:21][C:20]([S:23](Cl)(=[O:25])=[O:24])=[CH:19][CH:18]=1.CC(C)([O-])C.[Na+].O. Product: [CH3:1][O:2][CH2:3][C:4]1[N:8]([S:23]([C:20]2[CH:21]=[CH:22][C:17]([CH3:16])=[CH:18][CH:19]=2)(=[O:25])=[O:24])[C:7]2[CH:9]=[CH:10][C:11]([N+:13]([O-:15])=[O:14])=[CH:12][C:6]=2[N:5]=1. The catalyst class is: 54. (3) Reactant: [CH3:1][C:2]1([CH3:26])[N:5]([CH2:6]/[CH:7]=[CH:8]/[C:9]2[CH:14]=[CH:13][CH:12]=[CH:11][CH:10]=2)[N:4]([CH:15]2[CH:22]3[CH2:23][CH:18]4[CH2:19][CH:20]([CH2:24][CH:16]2[CH2:17]4)[CH2:21]3)[C:3]1=[O:25]. Product: [CH3:1][C:2]1([CH3:26])[N:5]([CH2:6][CH2:7][CH2:8][C:9]2[CH:14]=[CH:13][CH:12]=[CH:11][CH:10]=2)[N:4]([CH:15]2[CH:22]3[CH2:23][CH:18]4[CH2:19][CH:20]([CH2:24][CH:16]2[CH2:17]4)[CH2:21]3)[C:3]1=[O:25]. The catalyst class is: 586. (4) Reactant: [C:1]1([C:7]([C:10]2[CH:15]=[CH:14][CH:13]=[CH:12][CH:11]=2)=[N+]=[N-])[CH:6]=[CH:5][CH:4]=[CH:3][CH:2]=1.[OH:16][CH2:17][C:18]1[CH2:19][S:20][C@@H:21]2[CH:28]([NH:29][C:30](=[O:37])[CH2:31][C:32]3[S:33][CH:34]=[CH:35][CH:36]=3)[C:27](=[O:38])[N:22]2[C:23]=1[C:24]([OH:26])=[O:25].O1CCCC1.C(OCC)(=O)C. Product: [OH:16][CH2:17][C:18]1[CH2:19][S:20][C@@H:21]2[CH:28]([NH:29][C:30](=[O:37])[CH2:31][C:32]3[S:33][CH:34]=[CH:35][CH:36]=3)[C:27](=[O:38])[N:22]2[C:23]=1[C:24]([O:26][CH:7]([C:10]1[CH:15]=[CH:14][CH:13]=[CH:12][CH:11]=1)[C:1]1[CH:6]=[CH:5][CH:4]=[CH:3][CH:2]=1)=[O:25]. The catalyst class is: 13. (5) Reactant: [Br:1][C:2]1[CH:3]=[C:4]([CH:8](O)[CH3:9])[CH:5]=[N:6][CH:7]=1.P(Br)(Br)[Br:12].C([O-])(O)=O.[Na+]. Product: [Br:1][C:2]1[CH:7]=[N:6][CH:5]=[C:4]([CH:8]([Br:12])[CH3:9])[CH:3]=1. The catalyst class is: 2. (6) Reactant: [C:1]1([C:7]2[CH:12]=[C:11]([C:13]3([CH2:19][OH:20])[CH2:18][CH2:17][O:16][CH2:15][CH2:14]3)[CH:10]=[CH:9][C:8]=2[NH:21][C:22]([C:24]2[NH:25][CH:26]=[C:27]([C:29]#[N:30])[N:28]=2)=[O:23])[CH2:6][CH2:5][CH2:4][CH2:3][CH:2]=1.CC(OI1(OC(C)=O)(OC(C)=O)OC(=O)C2C=CC=CC1=2)=O.C([O-])(O)=O.[Na+].[O-]S([O-])(=S)=O.[Na+].[Na+]. Product: [C:1]1([C:7]2[CH:12]=[C:11]([C:13]3([CH:19]=[O:20])[CH2:14][CH2:15][O:16][CH2:17][CH2:18]3)[CH:10]=[CH:9][C:8]=2[NH:21][C:22]([C:24]2[NH:25][CH:26]=[C:27]([C:29]#[N:30])[N:28]=2)=[O:23])[CH2:6][CH2:5][CH2:4][CH2:3][CH:2]=1. The catalyst class is: 34.